From a dataset of Peptide-MHC class II binding affinity with 134,281 pairs from IEDB. Regression. Given a peptide amino acid sequence and an MHC pseudo amino acid sequence, predict their binding affinity value. This is MHC class II binding data. The peptide sequence is FSGVAATESAYLAYR. The MHC is DRB4_0101 with pseudo-sequence DRB4_0103. The binding affinity (normalized) is 0.164.